From a dataset of Full USPTO retrosynthesis dataset with 1.9M reactions from patents (1976-2016). Predict the reactants needed to synthesize the given product. Given the product [CH3:20][O:19][C:16]1[N:17]=[CH:18][C:11]2[N:10]=[C:9]([CH3:21])[N:8]([C:5]3[CH:4]=[CH:3][C:2]([O:1][CH2:24][CH2:25][CH2:26][N:27]4[CH2:32][CH2:31][CH2:30][CH2:29][CH2:28]4)=[CH:7][CH:6]=3)[C:13](=[O:14])[C:12]=2[CH:15]=1, predict the reactants needed to synthesize it. The reactants are: [OH:1][C:2]1[CH:7]=[CH:6][C:5]([N:8]2[C:13](=[O:14])[C:12]3[CH:15]=[C:16]([O:19][CH3:20])[N:17]=[CH:18][C:11]=3[N:10]=[C:9]2[CH3:21])=[CH:4][CH:3]=1.Br.Br[CH2:24][CH2:25][CH2:26][N:27]1[CH:32]=[CH:31][CH:30]=[CH:29][CH2:28]1.